This data is from Reaction yield outcomes from USPTO patents with 853,638 reactions. The task is: Predict the reaction yield, written as a fraction of the theoretical maximum amount of product (1.0 means a 100% yield; for example, 0.34 means a 34% yield). (1) The reactants are [CH:1]1[C:11]2[CH2:10][CH2:9][C:8]3[CH:12]=[CH:13][CH:14]=[CH:15][C:7]=3[C:6](=[CH:16][C:17]3[CH:24]=[CH:23][CH:22]=[CH:21][C:18]=3[CH:19]=[O:20])[C:5]=2[CH:4]=[CH:3][CH:2]=1.[BH4-].[Na+]. The catalyst is CCO. The product is [CH:12]1[C:8]2[CH2:9][CH2:10][C:11]3[CH:1]=[CH:2][CH:3]=[CH:4][C:5]=3[C:6](=[CH:16][C:17]3[CH:24]=[CH:23][CH:22]=[CH:21][C:18]=3[CH2:19][OH:20])[C:7]=2[CH:15]=[CH:14][CH:13]=1. The yield is 0.720. (2) The reactants are [CH3:1][O:2][CH2:3][CH2:4][CH2:5][NH:6][S:7]([CH2:10][C:11]1[CH:16]=[CH:15][CH:14]=[C:13]([N+:17]([O-])=O)[CH:12]=1)(=[O:9])=[O:8]. The catalyst is [Ni].CO. The product is [NH2:17][C:13]1[CH:12]=[C:11]([CH2:10][S:7]([NH:6][CH2:5][CH2:4][CH2:3][O:2][CH3:1])(=[O:9])=[O:8])[CH:16]=[CH:15][CH:14]=1. The yield is 0.500. (3) The reactants are O.O[N:3]1C2C=CC=CC=2N=N1.Cl.CN(C)CCCN=C=NCC.[OH-].[NH4+].[C:26]([CH2:28][C:29]([N:31]1[CH2:36][CH2:35][CH2:34][C@@H:33]([NH:37][C:38]2[N:43]=[C:42]([C:44]3[N:48]4[CH:49]=[C:50]([F:53])[CH:51]=[CH:52][C:47]4=[N:46][CH:45]=3)[N:41]=[C:40]([C:54](O)=[O:55])[CH:39]=2)[CH2:32]1)=[O:30])#[N:27]. The catalyst is CN(C=O)C. The product is [C:26]([CH2:28][C:29]([N:31]1[CH2:36][CH2:35][CH2:34][C@@H:33]([NH:37][C:38]2[N:43]=[C:42]([C:44]3[N:48]4[CH:49]=[C:50]([F:53])[CH:51]=[CH:52][C:47]4=[N:46][CH:45]=3)[N:41]=[C:40]([C:54]([NH2:3])=[O:55])[CH:39]=2)[CH2:32]1)=[O:30])#[N:27]. The yield is 0.740.